Dataset: Catalyst prediction with 721,799 reactions and 888 catalyst types from USPTO. Task: Predict which catalyst facilitates the given reaction. (1) Reactant: [CH3:1][O:2][C:3](=[O:11])[C:4]1[CH:9]=[CH:8][C:7](Cl)=[N:6][CH:5]=1.[Br:12][C:13]1[CH:18]=[CH:17][C:16]([OH:19])=[CH:15][C:14]=1[CH3:20].C([O-])([O-])=O.[K+].[K+]. Product: [CH3:1][O:2][C:3](=[O:11])[C:4]1[CH:9]=[CH:8][C:7]([O:19][C:16]2[CH:17]=[CH:18][C:13]([Br:12])=[C:14]([CH3:20])[CH:15]=2)=[N:6][CH:5]=1. The catalyst class is: 3. (2) Reactant: [CH3:1][O:2][C:3](=[O:12])[C:4]1[CH:9]=[CH:8][C:7]([CH:10]=O)=[CH:6][CH:5]=1.[CH:13]1([C:19]2[CH:25]=[CH:24][C:22]([NH2:23])=[CH:21][CH:20]=2)[CH2:18][CH2:17][CH2:16][CH2:15][CH2:14]1. Product: [CH3:1][O:2][C:3](=[O:12])[C:4]1[CH:9]=[CH:8][C:7]([CH:10]=[N:23][C:22]2[CH:24]=[CH:25][C:19]([CH:13]3[CH2:18][CH2:17][CH2:16][CH2:15][CH2:14]3)=[CH:20][CH:21]=2)=[CH:6][CH:5]=1. The catalyst class is: 5.